Dataset: Catalyst prediction with 721,799 reactions and 888 catalyst types from USPTO. Task: Predict which catalyst facilitates the given reaction. Reactant: [CH3:1][C@H:2]1[N:13]([CH3:14])[C:12](=[O:15])[C@H:11]([NH:16]C(=O)OC(C)(C)C)[CH2:10][CH:9]=[CH:8][CH2:7][CH2:6][C:5](=[O:24])[O:4][C@@H:3]1[C:25]1[CH:30]=[CH:29][CH:28]=[CH:27][CH:26]=1.FC(F)(F)C(O)=O. Product: [NH2:16][C@@H:11]1[CH2:10][CH:9]=[CH:8][CH2:7][CH2:6][C:5](=[O:24])[O:4][C@H:3]([C:25]2[CH:30]=[CH:29][CH:28]=[CH:27][CH:26]=2)[C@@H:2]([CH3:1])[N:13]([CH3:14])[C:12]1=[O:15]. The catalyst class is: 2.